This data is from Peptide-MHC class II binding affinity with 134,281 pairs from IEDB. The task is: Regression. Given a peptide amino acid sequence and an MHC pseudo amino acid sequence, predict their binding affinity value. This is MHC class II binding data. (1) The peptide sequence is AAIHEMFVNTLQMSS. The MHC is HLA-DQA10102-DQB10502 with pseudo-sequence HLA-DQA10102-DQB10502. The binding affinity (normalized) is 0.543. (2) The peptide sequence is RFTISRDNSKNTLYL. The MHC is DRB1_0701 with pseudo-sequence DRB1_0701. The binding affinity (normalized) is 0.130. (3) The MHC is DRB1_0401 with pseudo-sequence DRB1_0401. The binding affinity (normalized) is 0.417. The peptide sequence is IIELFTAKGFTVQEM. (4) The peptide sequence is MKRPSREKQDKKIFTE. The MHC is DRB4_0101 with pseudo-sequence DRB4_0103. The binding affinity (normalized) is 0.204. (5) The peptide sequence is YLPKPPKPVSKLRLATPLLLQALPL. The MHC is DRB1_1201 with pseudo-sequence DRB1_1201. The binding affinity (normalized) is 0.335.